From a dataset of Full USPTO retrosynthesis dataset with 1.9M reactions from patents (1976-2016). Predict the reactants needed to synthesize the given product. (1) Given the product [CH:18]1([NH:21][C:22]([C:24]2[S:37][C:27]3=[N:28][C:29]([O:7][CH2:6][CH:2]4[CH2:1][O:5][CH2:4][O:3]4)=[C:30]([Cl:33])[C:31]([CH3:32])=[C:26]3[C:25]=2[NH2:38])=[O:23])[CH2:20][CH2:19]1, predict the reactants needed to synthesize it. The reactants are: [CH2:1]1[O:5][CH2:4][O:3][CH:2]1[CH2:6][OH:7].C[Si]([N-][Si](C)(C)C)(C)C.[Li+].[CH:18]1([NH:21][C:22]([C:24]2[S:37][C:27]3=[N:28][C:29](S(C)=O)=[C:30]([Cl:33])[C:31]([CH3:32])=[C:26]3[C:25]=2[NH2:38])=[O:23])[CH2:20][CH2:19]1. (2) Given the product [C:1]1([C:11]2[CH:12]=[C:13]3[N:19]=[C:18]([N:20]4[CH:26]5[CH2:25][CH2:24][N:23]([CH2:28][CH2:27]5)[CH2:22][CH2:21]4)[O:17][C:14]3=[N:15][CH:16]=2)[CH:6]=[CH:5][CH:4]=[CH:3][CH:2]=1, predict the reactants needed to synthesize it. The reactants are: [C:1]1(B(O)O)[CH:6]=[CH:5][CH:4]=[CH:3][CH:2]=1.Br[C:11]1[CH:12]=[C:13]2[N:19]=[C:18]([N:20]3[CH:26]4[CH2:27][CH2:28][N:23]([CH2:24][CH2:25]4)[CH2:22][CH2:21]3)[O:17][C:14]2=[N:15][CH:16]=1. (3) Given the product [OH:1][C:2]1[CH:3]=[C:4]([N:8]2[CH2:12][CH2:11][C@H:10]3[CH2:13][NH:14][CH2:15][C@@H:9]23)[CH:5]=[N:6][CH:7]=1, predict the reactants needed to synthesize it. The reactants are: [OH:1][C:2]1[CH:3]=[C:4]([N:8]2[CH2:12][CH2:11][C@H:10]3[CH2:13][N:14](C(OC(C)(C)C)=O)[CH2:15][C@@H:9]23)[CH:5]=[N:6][CH:7]=1.FC(F)(F)C(O)=O. (4) Given the product [Cl:1][C:2]1[CH:3]=[CH:4][C:5]([O:6][CH2:7][CH:8]2[CH2:9][NH:10][CH:14]=[N:11]2)=[CH:12][CH:13]=1, predict the reactants needed to synthesize it. The reactants are: [Cl:1][C:2]1[CH:13]=[CH:12][C:5]([O:6][CH2:7][CH:8]([NH2:11])[CH2:9][NH2:10])=[CH:4][CH:3]=1.[C:14](O)(=O)C.C(N)=N. (5) Given the product [CH3:24][O:25][CH2:26][CH2:27][CH2:28][O:29][C:2]1[N:7]=[C:6]([O:8][CH:9]2[CH2:14][CH2:13][O:12][CH2:11][CH2:10]2)[C:5]([N+:15]([O-:17])=[O:16])=[CH:4][CH:3]=1, predict the reactants needed to synthesize it. The reactants are: Cl[C:2]1[N:7]=[C:6]([O:8][CH:9]2[CH2:14][CH2:13][O:12][CH2:11][CH2:10]2)[C:5]([N+:15]([O-:17])=[O:16])=[CH:4][CH:3]=1.C([O-])([O-])=O.[K+].[K+].[CH3:24][O:25][CH2:26][CH2:27][CH2:28][OH:29].